Dataset: Full USPTO retrosynthesis dataset with 1.9M reactions from patents (1976-2016). Task: Predict the reactants needed to synthesize the given product. Given the product [F:30][C:31]1[CH:32]=[C:33]([CH2:38][CH2:39][NH:40][C:24]2[N:23]=[C:22]([C:18]3[CH:19]=[CH:20][CH:21]=[C:16]([CH2:15][N:11]4[CH2:10][CH:9]([CH3:29])[NH:8][CH:13]([CH3:14])[CH2:12]4)[CH:17]=3)[CH:27]=[CH:26][N:25]=2)[CH:34]=[C:35]([F:37])[CH:36]=1, predict the reactants needed to synthesize it. The reactants are: C(OC([N:8]1[CH:13]([CH3:14])[CH2:12][N:11]([CH2:15][C:16]2[CH:21]=[CH:20][CH:19]=[C:18]([C:22]3[CH:27]=[CH:26][N:25]=[C:24](Cl)[N:23]=3)[CH:17]=2)[CH2:10][CH:9]1[CH3:29])=O)(C)(C)C.[F:30][C:31]1[CH:32]=[C:33]([CH2:38][CH2:39][NH2:40])[CH:34]=[C:35]([F:37])[CH:36]=1.